Dataset: Forward reaction prediction with 1.9M reactions from USPTO patents (1976-2016). Task: Predict the product of the given reaction. (1) Given the reactants [CH:1]1[N:2]=[CH:3][N:4]2[C:9]=1[CH2:8][CH2:7][NH:6][C:5]2=[O:10].[CH2:11]([I:13])[CH3:12], predict the reaction product. The product is: [I-:13].[CH2:11]([N+:2]1[CH:1]=[C:9]2[N:4]([C:5](=[O:10])[NH:6][CH2:7][CH2:8]2)[CH:3]=1)[CH3:12]. (2) Given the reactants [CH3:1][C:2]1[CH:6]=[C:5]([C:7]2[C:8](=[O:25])[NH:9][C:10]3[C:15]([C:16]=2[C:17]2[CH:22]=[CH:21][CH:20]=[CH:19][CH:18]=2)=[CH:14]C(C=C)=[CH:12][CH:11]=3)[O:4][N:3]=1.S([O-])([O-])=[O:27].[Na+].[Na+].[C:32]([OH:36])([CH3:35])([CH3:34])C, predict the reaction product. The product is: [OH:36][CH:32]([C:35]1[CH:14]=[C:15]2[C:10](=[CH:11][CH:12]=1)[NH:9][C:8](=[O:25])[C:7]([C:5]1[O:4][N:3]=[C:2]([CH3:1])[CH:6]=1)=[C:16]2[C:17]1[CH:22]=[CH:21][CH:20]=[CH:19][CH:18]=1)[CH2:34][OH:27]. (3) The product is: [CH3:9][C:10]1([C:20]2[CH:21]=[C:22]([CH3:26])[CH:23]=[CH:24][CH:25]=2)[CH2:18][C:17]2[C:12](=[CH:13][CH:14]=[CH:15][CH:16]=2)[C:11]1([CH:5]1[CH2:6][CH2:7][N:2]([CH3:1])[CH2:3][CH2:4]1)[OH:19]. Given the reactants [CH3:1][N:2]1[CH2:7][CH2:6][CH:5](Cl)[CH2:4][CH2:3]1.[CH3:9][C:10]1([C:20]2[CH:21]=[C:22]([CH3:26])[CH:23]=[CH:24][CH:25]=2)[CH2:18][C:17]2[C:12](=[CH:13][CH:14]=[CH:15][CH:16]=2)[C:11]1=[O:19].Cl, predict the reaction product. (4) Given the reactants [OH:1][C:2]1[C:11]2[C:6](=[CH:7][CH:8]=[CH:9][N:10]=2)[N:5]=[CH:4][C:3]=1[NH:12][C:13](=[O:18])[CH2:14][CH2:15][CH2:16][CH3:17].C1C=CC(N([S:26]([C:29]([F:32])([F:31])[F:30])(=[O:28])=[O:27])[S:26]([C:29]([F:32])([F:31])[F:30])(=[O:28])=[O:27])=CC=1.C(N(CC)CC)C, predict the reaction product. The product is: [F:30][C:29]([F:32])([F:31])[S:26]([O:1][C:2]1[C:11]2[C:6](=[CH:7][CH:8]=[CH:9][N:10]=2)[N:5]=[CH:4][C:3]=1[NH:12][C:13](=[O:18])[CH2:14][CH2:15][CH2:16][CH3:17])(=[O:28])=[O:27].